This data is from Retrosynthesis with 50K atom-mapped reactions and 10 reaction types from USPTO. The task is: Predict the reactants needed to synthesize the given product. (1) The reactants are: CC(C)(C)OC(=O)N1CC=C(B2OC(C)(C)C(C)(C)O2)CC1.Cc1cc(Br)c2nc(N)nn2c1. Given the product Cc1cc(C2=CCN(C(=O)OC(C)(C)C)CC2)c2nc(N)nn2c1, predict the reactants needed to synthesize it. (2) Given the product C[C@]1(c2cc(NC(=O)c3ccc(C#N)cn3)ccc2Cl)N=C(N)OCC1(F)F, predict the reactants needed to synthesize it. The reactants are: C[C@]1(c2cc(N)ccc2Cl)N=C(N)OCC1(F)F.N#Cc1ccc(C(=O)O)nc1.